Dataset: Forward reaction prediction with 1.9M reactions from USPTO patents (1976-2016). Task: Predict the product of the given reaction. (1) Given the reactants Cl.[NH2:2][CH2:3][CH2:4][N:5]1[C:9]2[CH:10]=[CH:11][C:12]([C:14]3[O:15][C:16]4[CH:22]=[CH:21][CH:20]=[CH:19][C:17]=4[N:18]=3)=[CH:13][C:8]=2[N:7]=[C:6]1[CH3:23].[CH3:24][N:25]=[C:26]=[S:27].C(N(CC)CC)C.C1COCC1, predict the reaction product. The product is: [O:15]1[C:16]2[CH:22]=[CH:21][CH:20]=[CH:19][C:17]=2[N:18]=[C:14]1[C:12]1[CH:11]=[CH:10][C:9]2[N:5]([CH2:4][CH2:3][NH:2][C:26](=[S:27])[NH:25][CH3:24])[C:6]([CH3:23])=[N:7][C:8]=2[CH:13]=1. (2) The product is: [Cl:1][C:2]1[N:6]=[C:5]([Cl:7])[N:4]([CH2:8][C:9]([N:34]2[CH2:35][CH2:36][CH:31]([C:28]3[S:29][CH:30]=[C:26]([C:23]4[CH2:22][CH:21]([C:15]5[C:14]([F:13])=[CH:19][CH:18]=[CH:17][C:16]=5[F:20])[O:25][N:24]=4)[N:27]=3)[CH2:32][CH2:33]2)=[O:11])[N:3]=1. Given the reactants [Cl:1][C:2]1[N:6]=[C:5]([Cl:7])[N:4]([CH2:8][C:9]([OH:11])=O)[N:3]=1.Cl.[F:13][C:14]1[CH:19]=[CH:18][CH:17]=[C:16]([F:20])[C:15]=1[CH:21]1[O:25][N:24]=[C:23]([C:26]2[N:27]=[C:28]([CH:31]3[CH2:36][CH2:35][NH:34][CH2:33][CH2:32]3)[S:29][CH:30]=2)[CH2:22]1.C(N(CC)CC)C, predict the reaction product. (3) Given the reactants Cl[C:2]1[CH:7]=[CH:6][N:5]2[N:8]=[CH:9][CH:10]=[C:4]2[N:3]=1.[NH2:11][CH2:12][C@@H:13]1[CH2:17][CH2:16][CH2:15][N:14]1[C:18]([O:20][C:21]([CH3:24])([CH3:23])[CH3:22])=[O:19], predict the reaction product. The product is: [N:8]1[N:5]2[CH:6]=[CH:7][C:2]([NH:11][CH2:12][C@@H:13]3[CH2:17][CH2:16][CH2:15][N:14]3[C:18]([O:20][C:21]([CH3:24])([CH3:23])[CH3:22])=[O:19])=[N:3][C:4]2=[CH:10][CH:9]=1. (4) Given the reactants [N:1]1[C:9]2[C@H:8]([NH:10]C(=O)C)[CH2:7][CH2:6][C:5]=2[CH:4]=[CH:3][CH:2]=1.Cl, predict the reaction product. The product is: [N:1]1[C:9]2[C@@H:8]([NH2:10])[CH2:7][CH2:6][C:5]=2[CH:4]=[CH:3][CH:2]=1. (5) Given the reactants C(OC([N:8]1[CH2:13][CH2:12][N:11]([C:14]2[CH:19]=[CH:18][C:17]([NH:20][C:21]3[N:26]=[C:25]([CH2:27][CH2:28][C:29]4[CH:34]=[CH:33][CH:32]=[CH:31][C:30]=4[CH2:35][C:36]([O-:38])=O)[C:24]([C:39]([F:42])([F:41])[F:40])=[CH:23][N:22]=3)=[C:16]([O:43][CH3:44])[CH:15]=2)[CH2:10][CH2:9]1)=O)(C)(C)C.[Li+].O[N:47]1C2C=CC=CC=2N=N1.C(N=C=NCCCN(C)C)C.Cl.C(N(CC)C(C)C)(C)C.C(=O)([O-])[O-].[NH4+].[NH4+], predict the reaction product. The product is: [CH3:44][O:43][C:16]1[CH:15]=[C:14]([N:11]2[CH2:10][CH2:9][NH:8][CH2:13][CH2:12]2)[CH:19]=[CH:18][C:17]=1[NH:20][C:21]1[N:26]=[C:25]([CH2:27][CH2:28][C:29]2[CH:34]=[CH:33][CH:32]=[CH:31][C:30]=2[CH2:35][C:36]([NH2:47])=[O:38])[C:24]([C:39]([F:42])([F:40])[F:41])=[CH:23][N:22]=1. (6) Given the reactants [H][H].[C:3]1([CH:9]=[CH:10][CH:11]=[CH:12][C:13]2[CH:18]=[CH:17][CH:16]=[CH:15][CH:14]=2)[CH:8]=[CH:7][CH:6]=[CH:5][CH:4]=1, predict the reaction product. The product is: [C:3]1([CH2:9][CH2:10][CH2:11][CH2:12][C:13]2[CH:14]=[CH:15][CH:16]=[CH:17][CH:18]=2)[CH:8]=[CH:7][CH:6]=[CH:5][CH:4]=1.